This data is from Peptide-MHC class II binding affinity with 134,281 pairs from IEDB. The task is: Regression. Given a peptide amino acid sequence and an MHC pseudo amino acid sequence, predict their binding affinity value. This is MHC class II binding data. (1) The peptide sequence is TMAGCGYLMFL. The MHC is DRB3_0301 with pseudo-sequence DRB3_0301. The binding affinity (normalized) is 0.254. (2) The peptide sequence is EEDKENALSLLDKIYT. The MHC is DRB1_0802 with pseudo-sequence DRB1_0802. The binding affinity (normalized) is 0.262. (3) The peptide sequence is DKCPSTGEAHLAEEN. The MHC is DRB4_0103 with pseudo-sequence DRB4_0103. The binding affinity (normalized) is 0. (4) The peptide sequence is YARFQRQTTLKAAA. The MHC is DRB1_0401 with pseudo-sequence DRB1_0401. The binding affinity (normalized) is 0.841. (5) The peptide sequence is ESTGGAYDTYKSIPS. The MHC is HLA-DQA10501-DQB10201 with pseudo-sequence HLA-DQA10501-DQB10201. The binding affinity (normalized) is 0.170. (6) The peptide sequence is IRQAGVQYSR. The MHC is DRB1_0802 with pseudo-sequence DRB1_0802. The binding affinity (normalized) is 0.147. (7) The peptide sequence is YDKFLDNVSTVLTGK. The MHC is DRB1_1602 with pseudo-sequence DRB1_1602. The binding affinity (normalized) is 0.567. (8) The peptide sequence is THHYFVDLIGGAMLSL. The MHC is DRB1_0802 with pseudo-sequence DRB1_0802. The binding affinity (normalized) is 0. (9) The peptide sequence is SQDLELSWNLNGLQAY. The MHC is HLA-DPA10201-DPB10101 with pseudo-sequence HLA-DPA10201-DPB10101. The binding affinity (normalized) is 0.323.